From a dataset of Catalyst prediction with 721,799 reactions and 888 catalyst types from USPTO. Predict which catalyst facilitates the given reaction. The catalyst class is: 3. Product: [C:19]1([C:8](=[C:9]2[CH2:14][C:13]([CH3:16])([CH3:15])[CH2:12][C:11]([CH3:18])([CH3:17])[CH2:10]2)[C:5]2[CH:6]=[CH:7][C:2](/[CH:34]=[CH:33]/[C:32]([O:36][CH2:37][CH3:38])=[O:35])=[CH:3][CH:4]=2)[CH:24]=[CH:23][CH:22]=[CH:21][CH:20]=1. Reactant: Br[C:2]1[CH:7]=[CH:6][C:5]([C:8]([C:19]2[CH:24]=[CH:23][CH:22]=[CH:21][CH:20]=2)=[C:9]2[CH2:14][C:13]([CH3:16])([CH3:15])[CH2:12][C:11]([CH3:18])([CH3:17])[CH2:10]2)=[CH:4][CH:3]=1.CCN(CC)CC.[C:32]([O:36][CH2:37][CH3:38])(=[O:35])[CH:33]=[CH2:34].